Dataset: Reaction yield outcomes from USPTO patents with 853,638 reactions. Task: Predict the reaction yield, written as a fraction of the theoretical maximum amount of product (1.0 means a 100% yield; for example, 0.34 means a 34% yield). (1) The reactants are [CH2:1]([O:8][C:9]([NH:11][CH2:12][CH2:13][C@@H:14]([OH:18])[C:15]([OH:17])=[O:16])=[O:10])[C:2]1[CH:7]=[CH:6][CH:5]=[CH:4][CH:3]=1.[O-2].[Ba+2].O.O.O.O.O.O.O.O.[OH-].[Ba+2].[OH-].[CH2:32](Br)[C:33]1[CH:38]=[CH:37][CH:36]=[CH:35][CH:34]=1.Cl. The catalyst is CN(C)C=O.C(Cl)(Cl)Cl.O. The product is [CH2:32]([O:18][C@H:14]([CH2:13][CH2:12][NH:11][C:9]([O:8][CH2:1][C:2]1[CH:3]=[CH:4][CH:5]=[CH:6][CH:7]=1)=[O:10])[C:15]([OH:17])=[O:16])[C:33]1[CH:38]=[CH:37][CH:36]=[CH:35][CH:34]=1. The yield is 0.360. (2) The reactants are C[O:2][C:3]1[CH:4]=[CH:5][C:6]2[CH:10]=[C:9]([CH3:11])[S:8][C:7]=2[CH:12]=1.B(Br)(Br)Br. No catalyst specified. The product is [OH:2][C:3]1[CH:4]=[CH:5][C:6]2[CH:10]=[C:9]([CH3:11])[S:8][C:7]=2[CH:12]=1. The yield is 0.930. (3) The reactants are [N+:1]([C:4]1[CH:9]=[CH:8][C:7]([CH2:10][O:11][Si:12]([CH:19]([CH3:21])[CH3:20])([CH:16]([CH3:18])[CH3:17])[CH:13]([CH3:15])[CH3:14])=[CH:6][C:5]=1[NH:22][C@@H:23]1[CH2:28][CH2:27][C@H:26]([C:29]([O:31][CH3:32])=[O:30])[CH2:25][CH2:24]1)([O-])=O.C([O-])=O.[NH4+]. The catalyst is CCO.[Pd]. The product is [NH2:1][C:4]1[CH:9]=[CH:8][C:7]([CH2:10][O:11][Si:12]([CH:19]([CH3:21])[CH3:20])([CH:13]([CH3:15])[CH3:14])[CH:16]([CH3:17])[CH3:18])=[CH:6][C:5]=1[NH:22][C@@H:23]1[CH2:24][CH2:25][C@H:26]([C:29]([O:31][CH3:32])=[O:30])[CH2:27][CH2:28]1. The yield is 1.00. (4) The reactants are [CH:1]12[CH:8]([N:9]([CH3:22])[CH2:10][CH2:11][CH2:12][NH:13][C:14]3[CH:21]=[CH:20][C:17]([C:18]#[N:19])=[CH:16][CH:15]=3)[CH:5]([CH2:6][CH2:7]1)[CH2:4][NH:3][CH2:2]2.[C:23]([O:27][C:28](O[C:28]([O:27][C:23]([CH3:26])([CH3:25])[CH3:24])=[O:29])=[O:29])([CH3:26])([CH3:25])[CH3:24]. The catalyst is ClCCl. The product is [C:18]([C:17]1[CH:16]=[CH:15][C:14]([NH:13][CH2:12][CH2:11][CH2:10][N:9]([CH3:22])[CH:8]2[CH:1]3[CH2:7][CH2:6][CH:5]2[CH2:4][N:3]([C:28]([O:27][C:23]([CH3:26])([CH3:25])[CH3:24])=[O:29])[CH2:2]3)=[CH:21][CH:20]=1)#[N:19]. The yield is 0.400.